This data is from Peptide-MHC class I binding affinity with 185,985 pairs from IEDB/IMGT. The task is: Regression. Given a peptide amino acid sequence and an MHC pseudo amino acid sequence, predict their binding affinity value. This is MHC class I binding data. (1) The peptide sequence is ILLRKGHVF. The MHC is HLA-B58:01 with pseudo-sequence HLA-B58:01. The binding affinity (normalized) is 0.0847. (2) The peptide sequence is ASFYYIWKSY. The MHC is HLA-A23:01 with pseudo-sequence HLA-A23:01. The binding affinity (normalized) is 0.0410. (3) The binding affinity (normalized) is 0.288. The MHC is H-2-Kb with pseudo-sequence H-2-Kb. The peptide sequence is SDITKVSL. (4) The peptide sequence is CRIKQIINM. The MHC is H-2-Db with pseudo-sequence H-2-Db. The binding affinity (normalized) is 0.197. (5) The peptide sequence is RVRAAMKPI. The MHC is HLA-B07:02 with pseudo-sequence HLA-B07:02. The binding affinity (normalized) is 0.714. (6) The peptide sequence is APQFSLWRR. The MHC is HLA-A33:01 with pseudo-sequence HLA-A33:01. The binding affinity (normalized) is 0.546. (7) The peptide sequence is MTMLTRWKI. The MHC is HLA-B58:01 with pseudo-sequence HLA-B58:01. The binding affinity (normalized) is 0.851. (8) The peptide sequence is SMYPSCCCTK. The MHC is HLA-A68:01 with pseudo-sequence HLA-A68:01. The binding affinity (normalized) is 0.430.